This data is from Merck oncology drug combination screen with 23,052 pairs across 39 cell lines. The task is: Regression. Given two drug SMILES strings and cell line genomic features, predict the synergy score measuring deviation from expected non-interaction effect. (1) Drug 1: NC1(c2ccc(-c3nc4ccn5c(=O)[nH]nc5c4cc3-c3ccccc3)cc2)CCC1. Drug 2: CC1(c2nc3c(C(N)=O)cccc3[nH]2)CCCN1. Cell line: UWB1289BRCA1. Synergy scores: synergy=21.6. (2) Cell line: NCIH2122. Synergy scores: synergy=-326. Drug 2: COC1=C2CC(C)CC(OC)C(O)C(C)C=C(C)C(OC(N)=O)C(OC)C=CC=C(C)C(=O)NC(=CC1=O)C2=O. Drug 1: CC(=O)OC1C(=O)C2(C)C(O)CC3OCC3(OC(C)=O)C2C(OC(=O)c2ccccc2)C2(O)CC(OC(=O)C(O)C(NC(=O)c3ccccc3)c3ccccc3)C(C)=C1C2(C)C. (3) Drug 1: COc1cc(C2c3cc4c(cc3C(OC3OC5COC(C)OC5C(O)C3O)C3COC(=O)C23)OCO4)cc(OC)c1O. Drug 2: CCc1cnn2c(NCc3ccc[n+]([O-])c3)cc(N3CCCCC3CCO)nc12. Cell line: NCIH460. Synergy scores: synergy=-3.32. (4) Drug 1: N#Cc1ccc(Cn2cncc2CN2CCN(c3cccc(Cl)c3)C(=O)C2)cc1. Drug 2: CC(C)CC(NC(=O)C(Cc1ccccc1)NC(=O)c1cnccn1)B(O)O. Cell line: ES2. Synergy scores: synergy=-8.12. (5) Drug 1: CN(Cc1cnc2nc(N)nc(N)c2n1)c1ccc(C(=O)NC(CCC(=O)O)C(=O)O)cc1. Drug 2: Cn1c(=O)n(-c2ccc(C(C)(C)C#N)cc2)c2c3cc(-c4cnc5ccccc5c4)ccc3ncc21. Cell line: A2780. Synergy scores: synergy=-16.8. (6) Drug 1: O=S1(=O)NC2(CN1CC(F)(F)F)C1CCC2Cc2cc(C=CCN3CCC(C(F)(F)F)CC3)ccc2C1. Drug 2: CCN(CC)CCNC(=O)c1c(C)[nH]c(C=C2C(=O)Nc3ccc(F)cc32)c1C. Cell line: HCT116. Synergy scores: synergy=0.964. (7) Drug 1: N#Cc1ccc(Cn2cncc2CN2CCN(c3cccc(Cl)c3)C(=O)C2)cc1. Drug 2: COC1=C2CC(C)CC(OC)C(O)C(C)C=C(C)C(OC(N)=O)C(OC)C=CC=C(C)C(=O)NC(=CC1=O)C2=O. Cell line: MSTO. Synergy scores: synergy=9.58.